This data is from Forward reaction prediction with 1.9M reactions from USPTO patents (1976-2016). The task is: Predict the product of the given reaction. Given the reactants [Cl:1][C:2]1[CH:25]=[CH:24][C:5]([O:6][CH2:7][C:8]([N:10]2[C:16]3[CH:17]=[CH:18][CH:19]=[CH:20][C:15]=3[CH2:14][N:13]3[CH:21]=[CH:22][CH:23]=[C:12]3[CH2:11]2)=[O:9])=[C:4]([CH3:26])[CH:3]=1.[Cl:27][C:28]1[CH:36]=[CH:35][C:31]([C:32](Cl)=[O:33])=[CH:30][CH:29]=1.N1C(C)=CC=CC=1C.ClCCl, predict the reaction product. The product is: [Cl:1][C:2]1[CH:25]=[CH:24][C:5]([O:6][CH2:7][C:8]([N:10]2[C:16]3[CH:17]=[CH:18][CH:19]=[CH:20][C:15]=3[CH2:14][N:13]3[C:21]([C:32]([C:31]4[CH:35]=[CH:36][C:28]([Cl:27])=[CH:29][CH:30]=4)=[O:33])=[CH:22][CH:23]=[C:12]3[CH2:11]2)=[O:9])=[C:4]([CH3:26])[CH:3]=1.